This data is from Full USPTO retrosynthesis dataset with 1.9M reactions from patents (1976-2016). The task is: Predict the reactants needed to synthesize the given product. (1) Given the product [C:29]([C:6]1[CH:5]=[CH:4][C:3]([N:9]2[CH2:13][CH2:12][C@H:11]([NH:14][C:15](=[O:21])[O:16][C:17]([CH3:20])([CH3:19])[CH3:18])[C:10]2=[O:22])=[C:2]([F:1])[CH:7]=1)(=[O:31])[CH3:30], predict the reactants needed to synthesize it. The reactants are: [F:1][C:2]1[CH:7]=[C:6](I)[CH:5]=[CH:4][C:3]=1[N:9]1[CH2:13][CH2:12][C@H:11]([NH:14][C:15](=[O:21])[O:16][C:17]([CH3:20])([CH3:19])[CH3:18])[C:10]1=[O:22].C(=O)([O-])[O-].[Na+].[Na+].[CH:29]([O:31]CCCC)=[CH2:30].C1(P(C2C=CC=CC=2)CCCP(C2C=CC=CC=2)C2C=CC=CC=2)C=CC=CC=1. (2) Given the product [F:35][C:36]([F:41])([F:40])[C:37]([OH:39])=[O:38].[NH2:8][CH2:9][CH2:10][NH:11][S:12]([C:15]1[C:16]([OH:34])=[C:17]([NH:22][C:23]([NH:25][C:26]2[CH:31]=[CH:30][CH:29]=[C:28]([Cl:32])[C:27]=2[Cl:33])=[O:24])[CH:18]=[CH:19][C:20]=1[Cl:21])(=[O:14])=[O:13], predict the reactants needed to synthesize it. The reactants are: C(OC([NH:8][CH2:9][CH2:10][NH:11][S:12]([C:15]1[C:16]([OH:34])=[C:17]([NH:22][C:23]([NH:25][C:26]2[CH:31]=[CH:30][CH:29]=[C:28]([Cl:32])[C:27]=2[Cl:33])=[O:24])[CH:18]=[CH:19][C:20]=1[Cl:21])(=[O:14])=[O:13])=O)(C)(C)C.[F:35][C:36]([F:41])([F:40])[C:37]([OH:39])=[O:38]. (3) Given the product [Br:1][C:2]1[CH:7]=[CH:6][C:5]([C:8](=[O:24])[CH:9]=[C:10]([C:16]2[CH:17]=[C:18]([Cl:23])[CH:19]=[C:20]([Cl:22])[CH:21]=2)[C:11]([F:13])([F:14])[F:12])=[CH:4][C:3]=1[CH3:25], predict the reactants needed to synthesize it. The reactants are: [Br:1][C:2]1[CH:7]=[CH:6][C:5]([C:8](=[O:24])[CH2:9][C:10]([C:16]2[CH:21]=[C:20]([Cl:22])[CH:19]=[C:18]([Cl:23])[CH:17]=2)(O)[C:11]([F:14])([F:13])[F:12])=[CH:4][C:3]=1[CH3:25].C1(C)C=CC=CC=1.C(OC(=O)C)(=O)C. (4) Given the product [CH3:1][S:2]([O:6][CH2:7][CH2:8][N:9]1[C:13](=[O:14])[C:12]2=[CH:15][CH:16]=[CH:17][CH:18]=[C:11]2[C:10]1=[O:19])(=[O:4])=[O:3], predict the reactants needed to synthesize it. The reactants are: [CH3:1][S:2](Cl)(=[O:4])=[O:3].[OH:6][CH2:7][CH2:8][N:9]1[C:13](=[O:14])[C:12]2=[CH:15][CH:16]=[CH:17][CH:18]=[C:11]2[C:10]1=[O:19]. (5) Given the product [Br:1][C:2]1[CH:9]=[CH:8][C:5]([C:6]#[N:7])=[C:4]([CH:3]=1)[CH2:10][O:12][CH2:13][C:14]([O:16][CH2:17][CH3:18])=[O:15], predict the reactants needed to synthesize it. The reactants are: [Br:1][C:2]1[CH:9]=[CH:8][C:5]([C:6]#[N:7])=[C:4]([CH2:10]Br)[CH:3]=1.[OH:12][CH2:13][C:14]([O:16][CH2:17][CH3:18])=[O:15].C[O-].[Na+]. (6) Given the product [CH3:22][C:23]1[O:27][N:26]=[C:25]([C:28]2[CH:29]=[C:30]([CH:39]=[CH:40][CH:41]=2)[O:31][CH:32]([CH2:36][CH2:37][CH3:38])[C:33]([NH:8][C:9]2[CH:10]=[CH:11][C:12]([N:15]3[CH2:19][CH2:18][CH2:17][S:16]3(=[O:21])=[O:20])=[CH:13][CH:14]=2)=[O:34])[N:24]=1, predict the reactants needed to synthesize it. The reactants are: CN1CCOCC1.[NH2:8][C:9]1[CH:14]=[CH:13][C:12]([N:15]2[CH2:19][CH2:18][CH2:17][S:16]2(=[O:21])=[O:20])=[CH:11][CH:10]=1.[CH3:22][C:23]1[O:27][N:26]=[C:25]([C:28]2[CH:29]=[C:30]([CH:39]=[CH:40][CH:41]=2)[O:31][CH:32]([CH2:36][CH2:37][CH3:38])[C:33](O)=[O:34])[N:24]=1.Cl.CN(C)CCCN=C=NCC.O.OC1C2N=NNC=2C=CC=1. (7) Given the product [Si:1]([O:8][C@H:9]([CH2:10][CH:11]([C:25]1[CH:24]=[C:23]([F:22])[CH:28]=[CH:27][C:26]=1[O:31][CH3:32])[OH:21])[CH2:13][NH:12][C:14](=[O:15])[O:16][C:17]([CH3:20])([CH3:19])[CH3:18])([C:4]([CH3:7])([CH3:6])[CH3:5])([CH3:3])[CH3:2], predict the reactants needed to synthesize it. The reactants are: [Si:1]([O:8][C@H:9]1[CH2:13][N:12]([C:14]([O:16][C:17]([CH3:20])([CH3:19])[CH3:18])=[O:15])[C:11](=[O:21])[CH2:10]1)([C:4]([CH3:7])([CH3:6])[CH3:5])([CH3:3])[CH3:2].[F:22][C:23]1[CH:24]=[CH:25][C:26]([O:31][CH3:32])=[C:27]([Mg]Br)[CH:28]=1.[BH4-].[Na+].[NH4+].[Cl-]. (8) Given the product [C:35]([O:38][C:6](=[O:15])[NH:3][C:4]1[CH:5]=[C:26]([Br:25])[S:27][CH:28]=1)([CH3:37])([CH3:36])[CH3:34], predict the reactants needed to synthesize it. The reactants are: C([N:3]([CH2:6]C)[CH2:4][CH3:5])C.C1(P(N=[N+]=[N-])(C2C=CC=CC=2)=[O:15])C=CC=CC=1.[Br:25][C:26]1[S:27][CH:28]=C(C(O)=O)C=1.[CH3:34][C:35]([OH:38])([CH3:37])[CH3:36].